From a dataset of Forward reaction prediction with 1.9M reactions from USPTO patents (1976-2016). Predict the product of the given reaction. Given the reactants [Cl:1][C:2]1[C:7]([S:8]([CH3:11])(=[O:10])=[O:9])=[CH:6][C:5]([C:12]2[N:13]([C:33](Cl)=[O:34])[C@@:14]([C:26]3[CH:31]=[CH:30][C:29]([Cl:32])=[CH:28][CH:27]=3)([CH3:25])[C@@:15]([C:18]3[CH:23]=[CH:22][C:21]([Cl:24])=[CH:20][CH:19]=3)([CH3:17])[N:16]=2)=[C:4]([O:36][CH2:37][CH3:38])[CH:3]=1.[CH2:39]([S:41]([CH2:44][CH2:45][CH2:46][N:47]1[CH2:52][CH2:51][NH:50][CH2:49][CH2:48]1)(=[O:43])=[O:42])[CH3:40], predict the reaction product. The product is: [Cl:1][C:2]1[C:7]([S:8]([CH3:11])(=[O:10])=[O:9])=[CH:6][C:5]([C:12]2[N:13]([C:33]([N:50]3[CH2:51][CH2:52][N:47]([CH2:46][CH2:45][CH2:44][S:41]([CH2:39][CH3:40])(=[O:43])=[O:42])[CH2:48][CH2:49]3)=[O:34])[C@@:14]([C:26]3[CH:31]=[CH:30][C:29]([Cl:32])=[CH:28][CH:27]=3)([CH3:25])[C@@:15]([C:18]3[CH:19]=[CH:20][C:21]([Cl:24])=[CH:22][CH:23]=3)([CH3:17])[N:16]=2)=[C:4]([O:36][CH2:37][CH3:38])[CH:3]=1.